This data is from Full USPTO retrosynthesis dataset with 1.9M reactions from patents (1976-2016). The task is: Predict the reactants needed to synthesize the given product. (1) Given the product [F:1][C:2]([F:7])([F:6])[C:3]([OH:5])=[O:4].[OH:36][C@@H:24]1[C@H:25]([OH:35])[C@@H:26]([N:28]2[CH:32]=[C:31]([CH2:33][OH:34])[CH:30]=[N:29]2)[CH2:27][C@H:23]1[N:20]1[CH:19]=[N:18][C:17]2[C:21]1=[N:22][C:14]([N:11]1[CH2:12][CH2:13][C@@H:9]([NH:8][C:104]([NH:106][CH:107]3[CH2:108][CH2:109][N:110]([C:113]4[CH:118]=[CH:117][CH:116]=[CH:115][N:114]=4)[CH2:111][CH2:112]3)=[O:105])[CH2:10]1)=[N:15][C:16]=2[NH:37][CH2:38][CH:39]([C:46]1[CH:47]=[CH:48][CH:49]=[CH:50][CH:51]=1)[C:40]1[CH:41]=[CH:42][CH:43]=[CH:44][CH:45]=1, predict the reactants needed to synthesize it. The reactants are: [F:1][C:2]([F:7])([F:6])[C:3]([OH:5])=[O:4].[NH2:8][C@@H:9]1[CH2:13][CH2:12][N:11]([C:14]2[N:22]=[C:21]3[C:17]([N:18]=[CH:19][N:20]3[C@@H:23]3[CH2:27][C@H:26]([N:28]4[CH:32]=[C:31]([CH2:33][OH:34])[CH:30]=[N:29]4)[C@@H:25]([OH:35])[C@H:24]3[OH:36])=[C:16]([NH:37][CH2:38][CH:39]([C:46]3[CH:51]=[CH:50][CH:49]=[CH:48][CH:47]=3)[C:40]3[CH:45]=[CH:44][CH:43]=[CH:42][CH:41]=3)[N:15]=2)[CH2:10]1.FC(F)(F)C(O)=O.O[C@@H]1[C@H](O)[C@@H](N2C=C(C)C=N2)C[C@H]1N1C=NC2C1=NC(NC1CCC(N[C:104]([NH:106][CH:107]3[CH2:112][CH2:111][N:110]([C:113]4[CH:118]=[CH:117][CH:116]=[CH:115][N:114]=4)[CH2:109][CH2:108]3)=[O:105])CC1)=NC=2NCC(C1C=CC=CC=1)C1C=CC=CC=1. (2) Given the product [CH3:23][O:24][CH:25]1[CH2:28][N:27]([CH2:29][CH2:30][NH:31][C:2]2[N:3]=[N+:4]([O-:15])[C:5]3[CH:14]=[C:13]4[C:9]([CH2:10][CH2:11][CH2:12]4)=[CH:8][C:6]=3[N:7]=2)[CH2:26]1, predict the reactants needed to synthesize it. The reactants are: Cl[C:2]1[N:3]=[N+:4]([O-:15])[C:5]2[CH:14]=[C:13]3[C:9]([CH2:10][CH2:11][CH2:12]3)=[CH:8][C:6]=2[N:7]=1.CCN(CC)CC.[CH3:23][O:24][CH:25]1[CH2:28][N:27]([CH2:29][CH2:30][NH2:31])[CH2:26]1. (3) Given the product [OH:11][C:12]1[C:13]([CH3:33])=[CH:14][C:15]2[CH2:21][CH:20]([CH2:22][C:23]([O:25][CH2:26][CH3:27])=[O:24])[C:19]3[CH:28]=[CH:29][CH:30]=[CH:31][C:18]=3[CH2:17][C:16]=2[CH:32]=1, predict the reactants needed to synthesize it. The reactants are: C(SCC)C.[Al+3].[Cl-].[Cl-].[Cl-].C[O:11][C:12]1[C:13]([CH3:33])=[CH:14][C:15]2[CH2:21][CH:20]([CH2:22][C:23]([O:25][CH2:26][CH3:27])=[O:24])[C:19]3[CH:28]=[CH:29][CH:30]=[CH:31][C:18]=3[CH2:17][C:16]=2[CH:32]=1. (4) Given the product [F:1][C:2]1[CH:3]=[C:4]([NH:5][C:20](=[O:21])[O:22][CH2:23][CH3:24])[CH:6]=[CH:7][C:8]=1[F:9], predict the reactants needed to synthesize it. The reactants are: [F:1][C:2]1[CH:3]=[C:4]([CH:6]=[CH:7][C:8]=1[F:9])[NH2:5].CCN(C(C)C)C(C)C.Cl[C:20]([O:22][CH2:23][CH3:24])=[O:21]. (5) Given the product [CH3:1][O:2][C:3]([C:5]1[CH:15]=[C:14]([O:16][C:17]2[CH:22]=[CH:21][C:20]([C:23]([N:25]3[CH2:26][CH2:27][CH2:28]3)=[O:24])=[C:19]([F:58])[CH:18]=2)[C:8]2[CH2:9][C:10]([CH3:13])([CH3:12])[O:11][C:7]=2[CH:6]=1)=[O:4], predict the reactants needed to synthesize it. The reactants are: [CH3:1][O:2][C:3]([C:5]1[CH:15]=[C:14]([O:16][C:17]2[CH:22]=[CH:21][C:20]([C:23]([N:25]3[CH2:28][CH2:27][CH2:26]3)=[O:24])=[CH:19][CH:18]=2)[C:8]2[CH2:9][C:10]([CH3:13])([CH3:12])[O:11][C:7]=2[CH:6]=1)=[O:4].COC(C1C=C(O)C2CC(C)(C)OC=2C=1)=O.N1(C(C2C=CC(Br)=CC=2[F:58])=O)CCC1.